The task is: Predict which catalyst facilitates the given reaction.. This data is from Catalyst prediction with 721,799 reactions and 888 catalyst types from USPTO. (1) Product: [Cl:55][C:43]1[CH:42]=[C:41]([NH:40][C:33]2[C:32]3[C:37](=[CH:38][CH:39]=[C:30]([NH:29][C:27]([CH2:26][CH2:25][NH:24][C:19](=[O:23])[CH:20]=[CH2:21])=[O:28])[CH:31]=3)[N:36]=[CH:35][N:34]=2)[CH:46]=[CH:45][C:44]=1[O:47][CH2:48][C:49]1[CH:50]=[N:51][CH:52]=[CH:53][CH:54]=1. Reactant: N1C=CC=CC=1.Cl.CN(C)CCCN=C=NCC.[C:19]([OH:23])(=O)[CH:20]=[CH2:21].[NH2:24][CH2:25][CH2:26][C:27]([NH:29][C:30]1[CH:31]=[C:32]2[C:37](=[CH:38][CH:39]=1)[N:36]=[CH:35][N:34]=[C:33]2[NH:40][C:41]1[CH:46]=[CH:45][C:44]([O:47][CH2:48][C:49]2[CH:50]=[N:51][CH:52]=[CH:53][CH:54]=2)=[C:43]([Cl:55])[CH:42]=1)=[O:28]. The catalyst class is: 1. (2) Reactant: [C:1]([O:5][C:6]([N:8]([CH3:49])[CH:9]1[CH2:14][CH2:13][CH:12]([N:15]([CH2:30][C:31]2[CH:32]=[C:33]([C:39]3[CH:44]=[CH:43][N:42]=[C:41]([C:45]([O:47]C)=O)[CH:40]=3)[CH:34]=[CH:35][C:36]=2[O:37][CH3:38])[C:16]([C:18]2[S:22][C:21]3[C:23]([F:28])=[CH:24][CH:25]=[C:26]([F:27])[C:20]=3[C:19]=2[Cl:29])=[O:17])[CH2:11][CH2:10]1)=[O:7])([CH3:4])([CH3:3])[CH3:2].[CH3:50][NH2:51]. Product: [Cl:29][C:19]1[C:20]2[C:26]([F:27])=[CH:25][CH:24]=[C:23]([F:28])[C:21]=2[S:22][C:18]=1[C:16]([N:15]([CH2:30][C:31]1[CH:32]=[C:33]([C:39]2[CH:44]=[CH:43][N:42]=[C:41]([C:45](=[O:47])[NH:51][CH3:50])[CH:40]=2)[CH:34]=[CH:35][C:36]=1[O:37][CH3:38])[CH:12]1[CH2:11][CH2:10][CH:9]([N:8]([CH3:49])[C:6](=[O:7])[O:5][C:1]([CH3:4])([CH3:3])[CH3:2])[CH2:14][CH2:13]1)=[O:17]. The catalyst class is: 5.